This data is from Reaction yield outcomes from USPTO patents with 853,638 reactions. The task is: Predict the reaction yield, written as a fraction of the theoretical maximum amount of product (1.0 means a 100% yield; for example, 0.34 means a 34% yield). (1) The reactants are FC(F)(F)C(O)=O.C(OC([N:15]1[CH2:20][CH2:19][CH:18]([N:21]([CH2:23][C:24]2[CH:33]=[CH:32][C:27]3[O:28][CH2:29][CH2:30][O:31][C:26]=3[CH:25]=2)[CH3:22])[CH2:17][CH2:16]1)=O)(C)(C)C. The catalyst is ClCCl. The product is [O:28]1[C:27]2[CH:32]=[CH:33][C:24]([CH2:23][N:21]([CH3:22])[CH:18]3[CH2:17][CH2:16][NH:15][CH2:20][CH2:19]3)=[CH:25][C:26]=2[O:31][CH2:30][CH2:29]1. The yield is 0.990. (2) The reactants are [CH:1](=[O:5])[CH:2]([CH3:4])[CH3:3].[C:6](#[N:9])[CH:7]=[CH2:8].Cl. The catalyst is CO. The product is [CH3:3][C:2]([CH3:4])([CH:1]=[O:5])[CH2:8][CH2:7][C:6]#[N:9]. The yield is 0.507. (3) The reactants are C([O:5][C:6]([CH:8]1[CH:12]([C:13]2[CH:18]=[CH:17][CH:16]=[C:15]([Br:19])[C:14]=2[F:20])[C:11]([C:23]2[CH:28]=[CH:27][C:26]([Cl:29])=[CH:25][C:24]=2[F:30])([C:21]#[N:22])[CH:10]([CH2:31][C:32]([CH3:35])([CH3:34])[CH3:33])[NH:9]1)=[O:7])(C)(C)C.[F:36][C:37]([F:42])([F:41])[C:38]([OH:40])=[O:39]. The catalyst is ClCCl. The product is [F:36][C:37]([F:42])([F:41])[C:38]([OH:40])=[O:39].[Br:19][C:15]1[C:14]([F:20])=[C:13]([CH:12]2[C:11]([C:23]3[CH:28]=[CH:27][C:26]([Cl:29])=[CH:25][C:24]=3[F:30])([C:21]#[N:22])[CH:10]([CH2:31][C:32]([CH3:34])([CH3:35])[CH3:33])[NH:9][CH:8]2[C:6]([OH:7])=[O:5])[CH:18]=[CH:17][CH:16]=1. The yield is 0.950.